From a dataset of Full USPTO retrosynthesis dataset with 1.9M reactions from patents (1976-2016). Predict the reactants needed to synthesize the given product. (1) Given the product [O:1]1[CH2:6][CH2:5][C:4](=[N:14][S@@:12]([C:9]([CH3:11])([CH3:10])[CH3:8])=[O:13])[CH2:3][CH2:2]1, predict the reactants needed to synthesize it. The reactants are: [O:1]1[CH2:6][CH2:5][C:4](=O)[CH2:3][CH2:2]1.[CH3:8][C:9]([S@:12]([NH2:14])=[O:13])([CH3:11])[CH3:10].CCOC(C)=O.CCCCCC. (2) The reactants are: [Cl:1][C:2]1[CH:7]=[CH:6][CH:5]=[C:4]([Cl:8])[C:3]=1[N:9]=[C:10]1[NH:14][C:13](=[O:15])[CH2:12][S:11]1.[CH3:16][C:17]1[O:18][C:19]2[CH:25]=[C:24]([CH:26]=O)[CH:23]=[CH:22][C:20]=2[N:21]=1.C([O-])(=O)C.[Na+].O. Given the product [Cl:8][C:4]1[CH:5]=[CH:6][CH:7]=[C:2]([Cl:1])[C:3]=1[N:9]=[C:10]1[NH:14][C:13](=[O:15])[C:12](=[CH:26][C:24]2[CH:23]=[CH:22][C:20]3[N:21]=[C:17]([CH3:16])[O:18][C:19]=3[CH:25]=2)[S:11]1, predict the reactants needed to synthesize it. (3) Given the product [NH2:1][C@@H:2]([CH2:3][C:4]1[C:12]2[C:7](=[CH:8][CH:9]=[CH:10][CH:11]=2)[NH:6][CH:5]=1)[CH2:13][OH:14], predict the reactants needed to synthesize it. The reactants are: [NH2:1][C@H:2]([C:13](O)=[O:14])[CH2:3][C:4]1[C:12]2[C:7](=[CH:8][CH:9]=[CH:10][CH:11]=2)[NH:6][CH:5]=1.S(C)C. (4) Given the product [S:10]1[CH:11]=[CH:12][C:8]([CH2:7][CH:6]([NH2:16])[CH2:13][CH3:14])=[CH:9]1, predict the reactants needed to synthesize it. The reactants are: CS(O[CH:6]([CH2:13][CH3:14])[CH2:7][C:8]1[CH:12]=[CH:11][S:10][CH:9]=1)(=O)=O.[OH-].[NH4+:16].N.CC(O)C. (5) Given the product [NH2:8][C:9]1[N:14]=[CH:13][C:12]([C:15]2[C:16]3[CH2:29][CH2:28][N:27]([C:30]4[CH:31]=[CH:32][C:33]([C:34]([NH2:52])=[O:35])=[CH:37][CH:38]=4)[C:17]=3[N:18]=[C:19]([N:21]3[CH2:22][CH2:23][O:24][CH2:25][CH2:26]3)[N:20]=2)=[CH:11][N:10]=1, predict the reactants needed to synthesize it. The reactants are: COC1C=CC(C[N:8](CC2C=CC(OC)=CC=2)[C:9]2[N:14]=[CH:13][C:12]([C:15]3[C:16]4[CH2:29][CH2:28][N:27]([C:30]5[CH:38]=[CH:37][C:33]([C:34](O)=[O:35])=[CH:32][CH:31]=5)[C:17]=4[N:18]=[C:19]([N:21]4[CH2:26][CH2:25][O:24][CH2:23][CH2:22]4)[N:20]=3)=[CH:11][N:10]=2)=CC=1.CC[N:52](C(C)C)C(C)C.C1C=C2N=NN(O)C2=CC=1.O.CCN=C=NCCCN(C)C.Cl.[Cl-].[NH4+].